From a dataset of Full USPTO retrosynthesis dataset with 1.9M reactions from patents (1976-2016). Predict the reactants needed to synthesize the given product. (1) Given the product [CH3:39][S:40]([O:20][CH2:19][CH2:18][C@H:9]1[O:8][C@H:7]([C:21]2[CH:26]=[CH:25][CH:24]=[C:23]([O:27][CH3:28])[C:22]=2[O:29][CH3:30])[C:6]2[CH:31]=[C:2]([Cl:1])[CH:3]=[CH:4][C:5]=2[N:11]2[C:12]([CH2:15][O:16][CH3:17])=[N:13][N:14]=[C:10]12)(=[O:42])=[O:41], predict the reactants needed to synthesize it. The reactants are: [Cl:1][C:2]1[CH:3]=[CH:4][C:5]2[N:11]3[C:12]([CH2:15][O:16][CH3:17])=[N:13][N:14]=[C:10]3[C@@H:9]([CH2:18][CH2:19][OH:20])[O:8][C@H:7]([C:21]3[CH:26]=[CH:25][CH:24]=[C:23]([O:27][CH3:28])[C:22]=3[O:29][CH3:30])[C:6]=2[CH:31]=1.C(N(CC)CC)C.[CH3:39][S:40](Cl)(=[O:42])=[O:41].C(=O)(O)[O-].[Na+]. (2) Given the product [C@@H:14]1([O:13][CH2:24][CH2:25][NH:26][C:7]([C:5]2[CH:6]=[N:1][CH:2]=[C:3]([C:10]([NH:26][CH2:25][CH2:24][O:13][C@@H:14]3[O:22][C@@H:27]([CH3:28])[C@@H:19]([OH:20])[C@@H:17]([OH:18])[C@@H:15]3[OH:16])=[O:12])[CH:4]=2)=[O:9])[O:22][C@@H:21]([CH3:23])[C@@H:19]([OH:20])[C@@H:17]([OH:18])[C@@H:15]1[OH:16], predict the reactants needed to synthesize it. The reactants are: [N:1]1[CH:6]=[C:5]([C:7]([OH:9])=O)[CH:4]=[C:3]([C:10]([OH:12])=O)[CH:2]=1.[O:13]([CH2:24][CH2:25][NH2:26])[C@@H:14]1[O:22][C@@H:21]([CH3:23])[C@@H:19]([OH:20])[C@@H:17]([OH:18])[C@@H:15]1[OH:16].[CH2:27](Cl)[CH2:28]Cl. (3) Given the product [CH:1]1([C:4]([N:6]2[CH2:10][CH2:9][C@@H:8]([CH2:11][NH:12][C:13]3[C:14]([NH2:19])=[N:15][CH:16]=[CH:17][CH:18]=3)[CH2:7]2)=[O:5])[CH2:3][CH2:2]1, predict the reactants needed to synthesize it. The reactants are: [CH:1]1([C:4]([N:6]2[CH2:10][CH2:9][C@@H:8]([CH2:11][NH:12][C:13]3[C:14]([N+:19]([O-])=O)=[N:15][CH:16]=[CH:17][CH:18]=3)[CH2:7]2)=[O:5])[CH2:3][CH2:2]1.[H][H]. (4) Given the product [CH3:1][O:2][C:3]1[CH:4]=[C:5](/[CH:13]=[CH:14]/[CH:15]=[CH:16]/[C:17]([N:30]([C:31]2[CH:36]=[CH:35][CH:34]=[CH:33][CH:32]=2)[CH2:29][CH2:28][CH2:27][N:26]([C:37](=[O:40])/[CH:16]=[CH:15]/[CH:14]=[CH:13]/[C:5]2[CH:6]=[C:7]([O:11][CH3:12])[C:8]([O:9][CH3:10])=[C:3]([O:2][CH3:1])[CH:4]=2)[C:20]2[CH:21]=[CH:22][CH:23]=[CH:24][CH:25]=2)=[O:18])[CH:6]=[C:7]([O:11][CH3:12])[C:8]=1[O:9][CH3:10], predict the reactants needed to synthesize it. The reactants are: [CH3:1][O:2][C:3]1[CH:4]=[C:5](/[CH:13]=[CH:14]/[CH:15]=[CH:16]/[C:17](Cl)=[O:18])[CH:6]=[C:7]([O:11][CH3:12])[C:8]=1[O:9][CH3:10].[C:20]1([NH:26][CH2:27][CH2:28][CH2:29][NH:30][C:31]2[CH:36]=[CH:35][CH:34]=[CH:33][CH:32]=2)[CH:25]=[CH:24][CH:23]=[CH:22][CH:21]=1.[C:37](=[O:40])([O-])O.[Na+]. (5) Given the product [NH2:8][C@@H:9]1[CH2:10][CH2:11][C@@H:12]([C:15]2[CH:20]=[CH:19][CH:18]=[C:17]([F:21])[C:16]=2[F:22])[CH2:13][N:14]([CH2:33][C:35]2[S:36][CH:37]=[CH:38][N:39]=2)[C:23]1=[O:25], predict the reactants needed to synthesize it. The reactants are: C(OC([N:8](C(OC(C)(C)C)=O)[C@@H:9]([C:23]([OH:25])=O)[CH2:10][CH2:11][C@@H:12]([C:15]1[CH:20]=[CH:19][CH:18]=[C:17]([F:21])[C:16]=1[F:22])[CH2:13][NH2:14])=O)(C)(C)C.[CH:33]([C:35]1[S:36][CH:37]=[CH:38][N:39]=1)=O.C(O)(=O)C.C(O[BH-](OC(=O)C)OC(=O)C)(=O)C.[Na+].C1C=NC2N(O)N=NC=2C=1.C(N(C(C)C)CC)(C)C. (6) Given the product [Br:1][C:2]1[CH:3]=[C:4]2[C:12](=[CH:13][CH:14]=1)[NH:11][C:10]1[CH:9]([NH:15][C:23](=[O:24])[C:22]3[CH:21]=[CH:20][C:19]([N+:16]([O-:18])=[O:17])=[CH:27][CH:26]=3)[CH2:8][CH2:7][CH2:6][C:5]2=1, predict the reactants needed to synthesize it. The reactants are: [Br:1][C:2]1[CH:3]=[C:4]2[C:12](=[CH:13][CH:14]=1)[NH:11][C:10]1[CH:9]([NH2:15])[CH2:8][CH2:7][CH2:6][C:5]2=1.[N+:16]([C:19]1[CH:27]=[CH:26][C:22]([C:23](Cl)=[O:24])=[CH:21][CH:20]=1)([O-:18])=[O:17]. (7) Given the product [Cl:32][C:3]1[CH:8]=[CH:7][N:6]=[C:5]([NH:9][C:10]2[CH:11]=[C:12]([NH:17][C:18]([C:20]3[N:24]([CH2:25][CH3:26])[N:23]=[C:22]([CH3:27])[CH:21]=3)=[O:19])[CH:13]=[CH:14][C:15]=2[CH3:16])[N:4]=1, predict the reactants needed to synthesize it. The reactants are: CO[C:3]1[CH:8]=[CH:7][N:6]=[C:5]([NH:9][C:10]2[CH:11]=[C:12]([NH:17][C:18]([C:20]3[N:24]([CH2:25][CH3:26])[N:23]=[C:22]([CH3:27])[CH:21]=3)=[O:19])[CH:13]=[CH:14][C:15]=2[CH3:16])[N:4]=1.C[Si]([Cl:32])(C)C.[Na+].[I-].C([O-])([O-])=O.[Na+].[Na+].O=P(Cl)(Cl)Cl. (8) Given the product [OH:6][C@@H:7]1[CH2:11][C@H:10]([C:12]#[N:13])[C@@H:9]([O:14][CH3:15])[CH2:8]1, predict the reactants needed to synthesize it. The reactants are: C([Si](C1C=CC=CC=1)(C1C=CC=CC=1)[O:6][C@@H:7]1[CH2:11][C@H:10]([C:12]#[N:13])[C@@H:9]([O:14][CH3:15])[CH2:8]1)(C)(C)C.CCCC[N+](CCCC)(CCCC)CCCC.[F-].C(O)(=O)C. (9) Given the product [C:1]([C:4]1[C:12]2[C:7](=[CH:8][CH:9]=[C:10]([N:13]3[CH2:14][CH2:15][N:16]([C:19](=[O:21])[CH3:20])[CH2:17][CH2:18]3)[CH:11]=2)[N:6]([CH2:22][C:23]([OH:25])=[O:24])[CH:5]=1)(=[O:3])[CH3:2], predict the reactants needed to synthesize it. The reactants are: [C:1]([C:4]1[C:12]2[C:7](=[CH:8][CH:9]=[C:10]([N:13]3[CH2:18][CH2:17][N:16]([C:19](=[O:21])[CH3:20])[CH2:15][CH2:14]3)[CH:11]=2)[N:6]([CH2:22][C:23]([O:25]C(C)(C)C)=[O:24])[CH:5]=1)(=[O:3])[CH3:2].C(O)(C(F)(F)F)=O. (10) Given the product [Cl:1][C:2]1[CH:7]=[CH:6][C:5]([CH3:8])=[CH:4][C:3]=1[NH:9][C:10]1[N:15]2[N:16]=[CH:17][C:18]([C:19]([O:21][CH2:22][CH3:23])=[O:20])=[C:14]2[N:13]=[CH:12][C:11]=1[C:24]([N:32]1[CH2:33][CH2:34][C:29]([F:28])([C:35]2[CH:36]=[CH:37][CH:38]=[CH:39][CH:40]=2)[CH2:30][CH2:31]1)=[O:26], predict the reactants needed to synthesize it. The reactants are: [Cl:1][C:2]1[CH:7]=[CH:6][C:5]([CH3:8])=[CH:4][C:3]=1[NH:9][C:10]1[N:15]2[N:16]=[CH:17][C:18]([C:19]([O:21][CH2:22][CH3:23])=[O:20])=[C:14]2[N:13]=[CH:12][C:11]=1[C:24]([OH:26])=O.Cl.[F:28][C:29]1([C:35]2[CH:40]=[CH:39][CH:38]=[CH:37][CH:36]=2)[CH2:34][CH2:33][NH:32][CH2:31][CH2:30]1.